Dataset: Forward reaction prediction with 1.9M reactions from USPTO patents (1976-2016). Task: Predict the product of the given reaction. (1) Given the reactants C[O:2][C:3]1[CH:12]=[CH:11][C:10]2[C:5](=[CH:6][CH:7]=[C:8]([C:13]3[CH:18]=[CH:17][C:16]([O:19]C)=[CH:15][CH:14]=3)[CH:9]=2)[C:4]=1[C:21]#[N:22].Cl.[NH+]1C=CC=CC=1, predict the reaction product. The product is: [OH:2][C:3]1[CH:12]=[CH:11][C:10]2[C:5](=[CH:6][CH:7]=[C:8]([C:13]3[CH:18]=[CH:17][C:16]([OH:19])=[CH:15][CH:14]=3)[CH:9]=2)[C:4]=1[C:21]#[N:22]. (2) Given the reactants Cl[CH2:2][C:3]1[C:4]([S:10][CH:11]([CH3:13])[CH3:12])=[N:5][CH:6]=[C:7]([CH3:9])[CH:8]=1.C[O:15][C:16](=[O:26])[CH2:17][CH2:18][C:19]1[CH:24]=[CH:23][C:22]([OH:25])=[CH:21][CH:20]=1, predict the reaction product. The product is: [CH:11]([S:10][C:4]1[C:3]([CH2:2][O:25][C:22]2[CH:21]=[CH:20][C:19]([CH2:18][CH2:17][C:16]([OH:26])=[O:15])=[CH:24][CH:23]=2)=[CH:8][C:7]([CH3:9])=[CH:6][N:5]=1)([CH3:13])[CH3:12].